From a dataset of Peptide-MHC class I binding affinity with 185,985 pairs from IEDB/IMGT. Regression. Given a peptide amino acid sequence and an MHC pseudo amino acid sequence, predict their binding affinity value. This is MHC class I binding data. (1) The peptide sequence is RYPLCFGW. The MHC is HLA-A24:02 with pseudo-sequence HLA-A24:02. The binding affinity (normalized) is 0.564. (2) The peptide sequence is FPSNMMVVT. The MHC is HLA-A02:16 with pseudo-sequence HLA-A02:16. The binding affinity (normalized) is 0.0847. (3) The peptide sequence is RGPYRAFVTK. The MHC is H-2-Dd with pseudo-sequence H-2-Dd. The binding affinity (normalized) is 0.584. (4) The peptide sequence is FAPGNYPAL. The MHC is H-2-Db with pseudo-sequence H-2-Db. The binding affinity (normalized) is 0.844. (5) The peptide sequence is GLFPQLSAI. The MHC is HLA-A02:03 with pseudo-sequence HLA-A02:03. The binding affinity (normalized) is 1.000.